Task: Predict the reaction yield, written as a fraction of the theoretical maximum amount of product (1.0 means a 100% yield; for example, 0.34 means a 34% yield).. Dataset: Reaction yield outcomes from USPTO patents with 853,638 reactions (1) The reactants are [CH3:1][O:2][C:3]1[CH:4]=[C:5]2[C:10](=[CH:11][C:12]=1[O:13][CH2:14][CH2:15][CH2:16][N:17]1[CH2:22][CH2:21][O:20][CH2:19][CH2:18]1)[N:9]=[CH:8][N:7]=[C:6]2[O:23][C:24]1[CH:25]=[C:26]2[C:31](=[CH:32][CH:33]=1)[N:30](C(OC(C)(C)C)=O)[CH2:29][CH2:28][CH2:27]2.C(O)(C(F)(F)F)=O. The catalyst is ClCCl. The product is [CH3:1][O:2][C:3]1[CH:4]=[C:5]2[C:10](=[CH:11][C:12]=1[O:13][CH2:14][CH2:15][CH2:16][N:17]1[CH2:22][CH2:21][O:20][CH2:19][CH2:18]1)[N:9]=[CH:8][N:7]=[C:6]2[O:23][C:24]1[CH:25]=[C:26]2[C:31](=[CH:32][CH:33]=1)[NH:30][CH2:29][CH2:28][CH2:27]2. The yield is 0.930. (2) The product is [Br:1][C:2]1[CH:7]=[C:6]([Cl:8])[C:5]([S:9]([NH:14][C:15]2[C:16]([CH3:21])=[N:17][N:18]([CH3:20])[CH:19]=2)(=[O:11])=[O:10])=[C:4]([Cl:13])[CH:3]=1. The catalyst is N1C=CC=CC=1. The yield is 0.820. The reactants are [Br:1][C:2]1[CH:7]=[C:6]([Cl:8])[C:5]([S:9](Cl)(=[O:11])=[O:10])=[C:4]([Cl:13])[CH:3]=1.[NH2:14][C:15]1[C:16]([CH3:21])=[N:17][N:18]([CH3:20])[CH:19]=1. (3) The reactants are [Cl:1][C:2]1[CH:3]=[CH:4][C:5]2[NH:11][CH2:10][CH2:9][CH:8]([CH2:12][CH2:13]O)[NH:7][C:6]=2[N:15]=1.Br.C([O-])(O)=O.[Na+]. No catalyst specified. The product is [Cl:1][C:2]1[CH:3]=[CH:4][C:5]2[N:11]3[CH2:13][CH2:12][CH:8]([CH2:9][CH2:10]3)[NH:7][C:6]=2[N:15]=1. The yield is 0.700. (4) The reactants are O[CH:2]=[C:3]1[C:11]2[C:6](=[CH:7][C:8]([C:12]([C:14]3[CH:15]=[C:16]([NH:20][C:21]([C:23]4[N:24]([CH3:29])[N:25]=[C:26]([CH3:28])[CH:27]=4)=[O:22])[CH:17]=[CH:18][CH:19]=3)=[O:13])=[CH:9][CH:10]=2)[NH:5][C:4]1=[O:30].C1COCC1.[NH2:36][C:37]1[CH:42]=[CH:41][C:40]([N:43]2[CH2:48][CH2:47][CH:46]([OH:49])[CH2:45][CH2:44]2)=[CH:39][CH:38]=1. The catalyst is CCOC(C)=O. The product is [OH:49][CH:46]1[CH2:45][CH2:44][N:43]([C:40]2[CH:41]=[CH:42][C:37]([NH:36][CH:2]=[C:3]3[C:11]4[C:6](=[CH:7][C:8]([C:12]([C:14]5[CH:15]=[C:16]([NH:20][C:21]([C:23]6[N:24]([CH3:29])[N:25]=[C:26]([CH3:28])[CH:27]=6)=[O:22])[CH:17]=[CH:18][CH:19]=5)=[O:13])=[CH:9][CH:10]=4)[NH:5][C:4]3=[O:30])=[CH:38][CH:39]=2)[CH2:48][CH2:47]1. The yield is 0.240. (5) The reactants are [O:1]=[C:2]([C:25]1[O:26][C:27]([C:30]2[CH:35]=[CH:34][CH:33]=[CH:32][N:31]=2)=[CH:28][N:29]=1)[CH2:3][CH2:4][C:5]1[CH:10]=[CH:9][C:8]([N:11]([C:19]2[CH:24]=[CH:23][CH:22]=[CH:21][CH:20]=2)C(=O)OC(C)(C)C)=[CH:7][CH:6]=1.C(O)(C(F)(F)F)=O. The catalyst is C(Cl)Cl. The product is [O:1]=[C:2]([C:25]1[O:26][C:27]([C:30]2[CH:35]=[CH:34][CH:33]=[CH:32][N:31]=2)=[CH:28][N:29]=1)[CH2:3][CH2:4][C:5]1[CH:10]=[CH:9][C:8]([NH:11][C:19]2[CH:24]=[CH:23][CH:22]=[CH:21][CH:20]=2)=[CH:7][CH:6]=1. The yield is 0.700. (6) The reactants are [Cl:1][C:2]1[CH:7]=[CH:6][C:5]([C:8]2[NH:9][C:10]3[N:11]([N:15]=[CH:16][C:17]=3[C:18]([NH2:20])=[O:19])[C:12](=[O:14])[CH:13]=2)=[CH:4][C:3]=1[O:21][CH3:22].Br[CH2:24][CH:25](OCC)OCC.CC1C=CC(S(O)(=O)=O)=CC=1. The catalyst is CN1CCCC1=O. The product is [Cl:1][C:2]1[CH:7]=[CH:6][C:5]([C:8]2[NH:9][C:10]3[N:11]([N:15]=[CH:16][C:17]=3[C:18]3[O:19][CH:24]=[CH:25][N:20]=3)[C:12](=[O:14])[CH:13]=2)=[CH:4][C:3]=1[O:21][CH3:22]. The yield is 0.110. (7) The reactants are Cl[C:2]1[C:3]2[CH:14]=[CH:13][CH:12]=[CH:11][C:4]=2[N:5]([CH3:10])[C:6](=[O:9])[CH2:7][N:8]=1.[CH3:15][O:16][C:17]([C:19]1[CH:24]=[CH:23][C:22](B(O)O)=[CH:21][CH:20]=1)=[O:18].[C:28](=O)([O-])[O-].[Na+].[Na+].C(OCC)(=O)C. The catalyst is COCCOC.[Pd].C1(P(C2C=CC=CC=2)C2C=CC=CC=2)C=CC=CC=1.C1(P(C2C=CC=CC=2)C2C=CC=CC=2)C=CC=CC=1.C1(P(C2C=CC=CC=2)C2C=CC=CC=2)C=CC=CC=1.C1(P(C2C=CC=CC=2)C2C=CC=CC=2)C=CC=CC=1. The product is [CH3:10][N:5]1[C:4]2[CH:11]=[CH:12][CH:13]=[CH:14][C:3]=2[C:2]([C:22]2[CH:23]=[CH:24][C:19]([C:17]([O:16][CH2:15][CH3:28])=[O:18])=[CH:20][CH:21]=2)=[N:8][CH2:7][C:6]1=[O:9]. The yield is 0.540.